This data is from Reaction yield outcomes from USPTO patents with 853,638 reactions. The task is: Predict the reaction yield, written as a fraction of the theoretical maximum amount of product (1.0 means a 100% yield; for example, 0.34 means a 34% yield). (1) The reactants are I[C:2]1[CH:7]=[CH:6][N:5]2[C:8](=[O:11])[NH:9][N:10]=[C:4]2[CH:3]=1.[CH:12]1([NH:15][C:16](=[O:34])[C:17]2[CH:22]=[C:21](B3OC(C)(C)C(C)(C)O3)[C:20]([CH3:32])=[C:19]([F:33])[CH:18]=2)[CH2:14][CH2:13]1.C(=O)([O-])[O-].[Cs+].[Cs+].ClCCl. The catalyst is O1CCOCC1. The product is [CH:12]1([NH:15][C:16](=[O:34])[C:17]2[CH:22]=[C:21]([C:2]3[CH:7]=[CH:6][N:5]4[C:8](=[O:11])[NH:9][N:10]=[C:4]4[CH:3]=3)[C:20]([CH3:32])=[C:19]([F:33])[CH:18]=2)[CH2:13][CH2:14]1. The yield is 0.340. (2) The reactants are [Cl-].O[NH3+:3].[C:4](=[O:7])([O-])[OH:5].[Na+].CS(C)=O.[C:13]([O:17][C:18]1[CH:23]=[CH:22][C:21]([N:24]2[C:29](=[O:30])[C:28]([CH2:31][C:32]3[CH:37]=[CH:36][C:35]([C:38]4[C:39]([C:44]#[N:45])=[CH:40][CH:41]=[CH:42][CH:43]=4)=[CH:34][CH:33]=3)=[C:27]([CH2:46][CH2:47][CH3:48])[N:26]=[C:25]2[CH3:49])=[CH:20][CH:19]=1)([CH3:16])([CH3:15])[CH3:14]. The catalyst is O.C(OCC)(=O)C. The product is [C:13]([O:17][C:18]1[CH:19]=[CH:20][C:21]([N:24]2[C:29](=[O:30])[C:28]([CH2:31][C:32]3[CH:33]=[CH:34][C:35]([C:38]4[CH:43]=[CH:42][CH:41]=[CH:40][C:39]=4[C:44]4[NH:3][C:4](=[O:7])[O:5][N:45]=4)=[CH:36][CH:37]=3)=[C:27]([CH2:46][CH2:47][CH3:48])[N:26]=[C:25]2[CH3:49])=[CH:22][CH:23]=1)([CH3:16])([CH3:15])[CH3:14]. The yield is 0.780.